Predict the reactants needed to synthesize the given product. From a dataset of Full USPTO retrosynthesis dataset with 1.9M reactions from patents (1976-2016). (1) Given the product [CH2:39]([NH:41][C:6](=[O:8])[CH2:5][CH:4]([NH:9][C:10]([CH:12]1[CH2:17][CH2:16][CH2:15][CH2:14][N:13]1[C:18]([N:20]1[C:21]2[CH:22]=[CH:23][CH:24]=[CH:25][C:26]=2[S:27][C:28]2[C:33]1=[CH:32][CH:31]=[CH:30][CH:29]=2)=[O:19])=[O:11])[C:3](=[O:34])[CH2:2][F:1])[CH3:40], predict the reactants needed to synthesize it. The reactants are: [F:1][CH2:2][C:3](=[O:34])[CH:4]([NH:9][C:10]([CH:12]1[CH2:17][CH2:16][CH2:15][CH2:14][N:13]1[C:18]([N:20]1[C:33]2[CH:32]=[CH:31][CH:30]=[CH:29][C:28]=2[S:27][C:26]2[C:21]1=[CH:22][CH:23]=[CH:24][CH:25]=2)=[O:19])=[O:11])[CH2:5][C:6]([OH:8])=O.C(Cl)CCl.[CH2:39]([NH2:41])[CH3:40]. (2) Given the product [F:15][C:16]1[CH:21]=[C:20]([CH:19]=[CH:18][CH:17]=1)[O:1][CH2:2][C@H:3]1[CH2:7][CH2:6][CH2:5][N:4]1[C:8]([O:10][C:11]([CH3:14])([CH3:13])[CH3:12])=[O:9], predict the reactants needed to synthesize it. The reactants are: [OH:1][CH2:2][C@H:3]1[CH2:7][CH2:6][CH2:5][N:4]1[C:8]([O:10][C:11]([CH3:14])([CH3:13])[CH3:12])=[O:9].[F:15][C:16]1[CH:17]=[C:18](O)[CH:19]=[CH:20][CH:21]=1.